This data is from Forward reaction prediction with 1.9M reactions from USPTO patents (1976-2016). The task is: Predict the product of the given reaction. (1) Given the reactants [OH:1][C:2]1[CH:24]=[N:23][C:5]2[N:6]([CH3:22])[C:7](=[O:21])[N:8]([CH2:11][CH2:12][CH2:13][O:14][CH:15]3[CH2:20][CH2:19][CH2:18][CH2:17][O:16]3)[C:9](=[O:10])[C:4]=2[CH:3]=1.[CH:25](I)([CH3:27])[CH3:26].C([O-])([O-])=O.[K+].[K+], predict the reaction product. The product is: [CH:25]([O:1][C:2]1[CH:24]=[N:23][C:5]2[N:6]([CH3:22])[C:7](=[O:21])[N:8]([CH2:11][CH2:12][CH2:13][O:14][CH:15]3[CH2:20][CH2:19][CH2:18][CH2:17][O:16]3)[C:9](=[O:10])[C:4]=2[CH:3]=1)([CH3:27])[CH3:26]. (2) Given the reactants FC1C=CC(C2NC(C(OC)=O)CC2)=CC=1.C(C1C=CC(S(Cl)(=O)=O)=CC=1)C.[F:29][C:30]1[CH:35]=[CH:34][C:33]([CH:36]2[N:40]([S:41]([C:44]3[CH:49]=[CH:48][C:47]([CH2:50][CH3:51])=[CH:46][CH:45]=3)(=[O:43])=[O:42])[CH:39]([C:52](OC)=[O:53])[CH2:38][CH2:37]2)=[CH:32][CH:31]=1.[H-].[Al+3].[Li+].[H-].[H-].[H-], predict the reaction product. The product is: [CH2:50]([C:47]1[CH:46]=[CH:45][C:44]([S:41]([N:40]2[CH:36]([C:33]3[CH:32]=[CH:31][C:30]([F:29])=[CH:35][CH:34]=3)[CH2:37][CH2:38][CH:39]2[CH2:52][OH:53])(=[O:43])=[O:42])=[CH:49][CH:48]=1)[CH3:51]. (3) The product is: [N:27]1[CH:32]=[CH:31][CH:30]=[C:29]([C:12]2[N:11]=[C:10]3[C:16]4([C:4]5[CH:3]=[C:2]([C:9]6[CH:10]=[N:11][CH:12]=[CH:22][CH:23]=6)[CH:7]=[CH:6][C:5]=5[O:8][C:9]3=[CH:14][CH:13]=2)[CH2:20][O:19][C:18]([NH2:21])=[N:17]4)[CH:28]=1. Given the reactants Br[C:2]1[CH:7]=[CH:6][C:5]2[O:8][C:9]3[C:10]([C:16]4([CH2:20][O:19][C:18]([NH2:21])=[N:17]4)[C:4]=2[CH:3]=1)=[N:11][C:12](Cl)=[CH:13][CH:14]=3.[C:22]([O-])(=O)[CH3:23].[K+].[N:27]1[CH:32]=[CH:31][CH:30]=[C:29](B(O)O)[CH:28]=1, predict the reaction product. (4) Given the reactants [Cl:1][C:2]1[C:9]([F:10])=[CH:8][CH:7]=[C:6]([F:11])[C:3]=1[CH:4]=O.S([O-])(OCCCCCCCCCCCC)(=O)=O.[Na+].C(OI(C1C=CC=CC=1)OC(=O)C)(=O)C.C([O-])(=O)C.[NH4+:49], predict the reaction product. The product is: [Cl:1][C:2]1[C:9]([F:10])=[CH:8][CH:7]=[C:6]([F:11])[C:3]=1[C:4]#[N:49]. (5) Given the reactants [NH:1]1[CH2:4][CH:3]([C:5]([OH:7])=[O:6])[CH2:2]1.C(=O)([O-])[O-].[K+].[K+].[CH2:14]([O:21][C:22](Cl)=[O:23])[C:15]1[CH:20]=[CH:19][CH:18]=[CH:17][CH:16]=1.Cl, predict the reaction product. The product is: [CH2:14]([O:21][C:22]([N:1]1[CH2:4][CH:3]([C:5]([OH:7])=[O:6])[CH2:2]1)=[O:23])[C:15]1[CH:20]=[CH:19][CH:18]=[CH:17][CH:16]=1.